Dataset: Forward reaction prediction with 1.9M reactions from USPTO patents (1976-2016). Task: Predict the product of the given reaction. (1) Given the reactants [Cl:1][C:2]1[CH:10]=[C:9]2[C:5]([CH:6]=[C:7]([CH2:11][OH:12])[NH:8]2)=[CH:4][C:3]=1[C:13]#[N:14].N1C=CN=C1.[CH3:20][C:21]([Si:24](Cl)([CH3:26])[CH3:25])([CH3:23])[CH3:22].CCCCC, predict the reaction product. The product is: [Si:24]([O:12][CH2:11][C:7]1[NH:8][C:9]2[C:5]([CH:6]=1)=[CH:4][C:3]([C:13]#[N:14])=[C:2]([Cl:1])[CH:10]=2)([C:21]([CH3:23])([CH3:22])[CH3:20])([CH3:26])[CH3:25]. (2) Given the reactants [Br:1][C:2]1[CH:7]=[CH:6][C:5]([C:8]2[O:12][N:11]=[C:10]([CH3:13])[C:9]=2[CH2:14][OH:15])=[CH:4][CH:3]=1.[CH3:16][C@@H:17]([N:24]=[C:25]=[O:26])[C:18]1[CH:23]=[CH:22][CH:21]=[CH:20][CH:19]=1, predict the reaction product. The product is: [Br:1][C:2]1[CH:3]=[CH:4][C:5]([C:8]2[O:12][N:11]=[C:10]([CH3:13])[C:9]=2[CH2:14][O:15][C:25](=[O:26])[NH:24][C@@H:17]([C:18]2[CH:23]=[CH:22][CH:21]=[CH:20][CH:19]=2)[CH3:16])=[CH:6][CH:7]=1.